From a dataset of Full USPTO retrosynthesis dataset with 1.9M reactions from patents (1976-2016). Predict the reactants needed to synthesize the given product. (1) Given the product [CH3:16][C:12]([C:17]1[CH:22]=[CH:21][CH:20]=[CH:19][CH:18]=1)([CH3:11])[CH2:13][CH:14]=[O:15], predict the reactants needed to synthesize it. The reactants are: C(Cl)(=O)C(Cl)=O.CS(C)=O.[CH3:11][C:12]([C:17]1[CH:22]=[CH:21][CH:20]=[CH:19][CH:18]=1)([CH3:16])[CH2:13][CH2:14][OH:15].C(N(CC)CC)C. (2) Given the product [CH3:13][O:12][C:9]1[CH:10]=[C:11]2[C:6](=[CH:7][C:8]=1[O:14][CH3:15])[N:5]=[CH:4][CH:3]=[C:2]2[O:18][C:19]1[CH:27]=[CH:26][C:25]([O:28][CH3:29])=[CH:24][C:20]=1[C:21]([O:23][CH2:32][CH3:33])=[O:22], predict the reactants needed to synthesize it. The reactants are: Cl[C:2]1[C:11]2[C:6](=[CH:7][C:8]([O:14][CH3:15])=[C:9]([O:12][CH3:13])[CH:10]=2)[N:5]=[CH:4][CH:3]=1.C([O:18][C:19]1[C:20](=[CH:24][C:25]([O:28][CH3:29])=[CH:26][CH:27]=1)[C:21]([OH:23])=[O:22])C.O.Cl[C:32]1C=CC=C[C:33]=1Cl. (3) The reactants are: [CH:1]1[CH:2]=[CH:3][C:4]2[C:5](=[CH:7][CH:8]=[CH:9][C:10]=2[OH:11])[CH:6]=1.[Br:12]N1C(=O)CCC1=O. Given the product [Br:12][C:7]1[C:5]2[C:4](=[CH:3][CH:2]=[CH:1][CH:6]=2)[C:10]([OH:11])=[CH:9][CH:8]=1, predict the reactants needed to synthesize it. (4) Given the product [CH2:1]([C:5]1[N:10]2[N:11]=[CH:12][N:13]=[C:9]2[N:8]([C@H:14]2[CH2:19][CH2:18][C@H:17]([O:20][CH2:46][C:45]([OH:41])([CH3:51])[CH3:50])[CH2:16][CH2:15]2)[C:7](=[O:21])[C:6]=1[CH2:22][C:23]1[CH:28]=[CH:27][C:26]([C:29]2[C:30]([C:35]#[N:36])=[CH:31][CH:32]=[CH:33][CH:34]=2)=[CH:25][CH:24]=1)[CH2:2][CH2:3][CH3:4], predict the reactants needed to synthesize it. The reactants are: [CH2:1]([C:5]1[N:10]2[N:11]=[CH:12][N:13]=[C:9]2[N:8]([CH:14]2[CH2:19][CH2:18][CH:17]([OH:20])[CH2:16][CH2:15]2)[C:7](=[O:21])[C:6]=1[CH2:22][C:23]1[CH:28]=[CH:27][C:26]([C:29]2[C:30]([C:35]#[N:36])=[CH:31][CH:32]=[CH:33][CH:34]=2)=[CH:25][CH:24]=1)[CH2:2][CH2:3][CH3:4].[N+](=CC(OCC)=[O:41])=[N-].[C:45]1([CH3:51])[CH:50]=CC=C[CH:46]=1. (5) Given the product [CH2:17]([O:16][C:14]([C:4]1=[CH:5][C:6]2[CH:12]=[CH:11][C:10]([Br:13])=[CH:9][C:7]=2[N:8]=[C:2]([C:24]([O:23][C:20]([CH3:22])([CH3:21])[CH3:19])=[O:25])[CH2:3]1)=[O:15])[CH3:18], predict the reactants needed to synthesize it. The reactants are: N[C:2]1[CH2:3][C:4]([C:14]([O:16][CH2:17][CH3:18])=[O:15])=[CH:5][C:6]2[CH:12]=[CH:11][C:10]([Br:13])=[CH:9][C:7]=2[N:8]=1.[CH3:19][C:20]([O:23][C:24](O[C:24]([O:23][C:20]([CH3:22])([CH3:21])[CH3:19])=[O:25])=[O:25])([CH3:22])[CH3:21]. (6) Given the product [F:49][C:50]1[CH:57]=[CH:56][CH:55]=[CH:54][C:51]=1[CH2:52][NH:53][C:43](=[O:44])[CH2:42][CH:17]1[C:18](=[O:41])[N:19]([C:26]2[CH:31]=[CH:30][C:29]([CH2:32][NH:33][C:34]([O:36][C:37]([CH3:40])([CH3:39])[CH3:38])=[O:35])=[CH:28][CH:27]=2)[C:20]2[CH:25]=[CH:24][CH:23]=[CH:22][C:21]=2[N:15]([CH2:14][C:13]2[CH:12]=[CH:11][C:10]([NH:9][C:1](=[O:8])[C:2]3[CH:3]=[CH:4][CH:5]=[CH:6][CH:7]=3)=[CH:48][CH:47]=2)[C:16]1=[O:46], predict the reactants needed to synthesize it. The reactants are: [C:1]([NH:9][C:10]1[CH:48]=[CH:47][C:13]([CH2:14][N:15]2[C:21]3[CH:22]=[CH:23][CH:24]=[CH:25][C:20]=3[N:19]([C:26]3[CH:31]=[CH:30][C:29]([CH2:32][NH:33][C:34]([O:36][C:37]([CH3:40])([CH3:39])[CH3:38])=[O:35])=[CH:28][CH:27]=3)[C:18](=[O:41])[CH:17]([CH2:42][C:43](O)=[O:44])[C:16]2=[O:46])=[CH:12][CH:11]=1)(=[O:8])[C:2]1[CH:7]=[CH:6][CH:5]=[CH:4][CH:3]=1.[F:49][C:50]1[CH:57]=[CH:56][CH:55]=[CH:54][C:51]=1[CH2:52][NH2:53].P(C#N)(OCC)(OCC)=O.C(N(CC)CC)C. (7) Given the product [Cl:1][C:2]1[CH:3]=[CH:4][C:5]([C:8]2[CH:16]=[C:12]([CH2:13][OH:14])[C:11]([CH3:17])=[N:10][C:9]=2[C:18]2[CH:19]=[CH:20][C:21]([C:24]([F:25])([F:26])[F:27])=[CH:22][CH:23]=2)=[CH:6][CH:7]=1, predict the reactants needed to synthesize it. The reactants are: [Cl:1][C:2]1[CH:7]=[CH:6][C:5]([C:8]2[C:9]([C:18]3[CH:23]=[CH:22][C:21]([C:24]([F:27])([F:26])[F:25])=[CH:20][CH:19]=3)=[N:10][C:11]([CH3:17])=[C:12]([CH:16]=2)[C:13](O)=[O:14])=[CH:4][CH:3]=1.B.CO.